Dataset: Forward reaction prediction with 1.9M reactions from USPTO patents (1976-2016). Task: Predict the product of the given reaction. (1) Given the reactants CCN(C(C)C)C(C)C.[CH:10]1([N:15]2[CH:19]=[C:18]([C:20]([OH:22])=O)[N:17]=[N:16]2)[CH2:14][CH2:13][CH2:12][CH2:11]1.C1(N)CCCC1.C1C=CC2N(O)N=NC=2C=1.CCN=C=NCCCN(C)C.Cl.[NH2:51][CH2:52][C:53]([N:55]1[CH2:60][CH2:59][CH:58]([O:61][C:62]2[CH:63]=[N:64][CH:65]=[C:66]([Cl:68])[CH:67]=2)[CH2:57][CH2:56]1)=[O:54], predict the reaction product. The product is: [Cl:68][C:66]1[CH:67]=[C:62]([O:61][CH:58]2[CH2:57][CH2:56][N:55]([C:53](=[O:54])[CH2:52][NH:51][C:20]([C:18]3[N:17]=[N:16][N:15]([CH:10]4[CH2:11][CH2:12][CH2:13][CH2:14]4)[CH:19]=3)=[O:22])[CH2:60][CH2:59]2)[CH:63]=[N:64][CH:65]=1. (2) Given the reactants [OH:1][C:2]1[N:7]([C:8]2[CH:13]=[CH:12][CH:11]=[CH:10][N:9]=2)[C:6](=[O:14])[N:5]([CH2:15][C:16]2[CH:21]=[CH:20][CH:19]=[CH:18][CH:17]=2)[C:4](=[O:22])[C:3]=1[C:23](OCC)=[O:24].[N:28](C1C=CC=CN=1)=C=O.[H-].[Na+].C1(CNC([CH:49](C(OCC)=O)[C:50]([O:52]CC)=[O:51])=O)C=CC=CC=1, predict the reaction product. The product is: [OH:1][C:2]1[N:7]([C:8]2[CH:13]=[CH:12][CH:11]=[CH:10][N:9]=2)[C:6](=[O:14])[N:5]([CH2:15][C:16]2[CH:21]=[CH:20][CH:19]=[CH:18][CH:17]=2)[C:4](=[O:22])[C:3]=1[C:23]([NH:28][CH2:49][C:50]([OH:52])=[O:51])=[O:24]. (3) Given the reactants Cl.[Si]([O:9][CH:10]([CH2:14][S:15][S:16][C:17]([CH3:20])([CH3:19])[CH3:18])[C:11]([OH:13])=[O:12])(C(C)(C)C)(C)C, predict the reaction product. The product is: [C:17]([S:16][S:15][CH2:14][CH:10]([OH:9])[C:11]([OH:13])=[O:12])([CH3:20])([CH3:18])[CH3:19]. (4) The product is: [Cl:1][C:2]1[CH:14]=[CH:13][C:5]([CH2:6][NH:7][C:8]([CH:10]2[CH2:12][CH2:11]2)=[O:9])=[CH:4][C:3]=1[N:15]1[C:19](=[O:20])[NH:18][C:17]([C:21]2[CH:26]=[CH:25][C:24]([C:37]#[C:36][C:33]3[CH:34]=[CH:35][C:30]([Cl:29])=[CH:31][C:32]=3[F:38])=[CH:23][C:22]=2[F:28])=[N:16]1. Given the reactants [Cl:1][C:2]1[CH:14]=[CH:13][C:5]([CH2:6][NH:7][C:8]([CH:10]2[CH2:12][CH2:11]2)=[O:9])=[CH:4][C:3]=1[N:15]1[C:19](=[O:20])[NH:18][C:17]([C:21]2[CH:26]=[CH:25][C:24](I)=[CH:23][C:22]=2[F:28])=[N:16]1.[Cl:29][C:30]1[CH:35]=[CH:34][C:33]([C:36]#[CH:37])=[C:32]([F:38])[CH:31]=1.CCCC[N+](CCCC)(CCCC)CCCC.[F-], predict the reaction product. (5) Given the reactants [Br:1][C:2]1[S:3][CH:4]=[C:5]([CH2:7][CH2:8][CH2:9][CH2:10][CH2:11][CH3:12])[N:6]=1.[I:13]N1C(=O)CCC1=O, predict the reaction product. The product is: [Br:1][C:2]1[S:3][C:4]([I:13])=[C:5]([CH2:7][CH2:8][CH2:9][CH2:10][CH2:11][CH3:12])[N:6]=1. (6) Given the reactants [C:1]1([CH2:9][OH:10])[C:2]([CH2:7][OH:8])=[CH:3][CH:4]=[CH:5][CH:6]=1.C(N(CC)C(C)C)(C)C.[Si:20](Cl)([C:23]([CH3:26])([CH3:25])[CH3:24])([CH3:22])[CH3:21], predict the reaction product. The product is: [Si:20]([O:8][CH2:7][C:2]1[CH:3]=[CH:4][CH:5]=[CH:6][C:1]=1[CH2:9][OH:10])([C:23]([CH3:26])([CH3:25])[CH3:24])([CH3:22])[CH3:21].